Dataset: Peptide-MHC class I binding affinity with 185,985 pairs from IEDB/IMGT. Task: Regression. Given a peptide amino acid sequence and an MHC pseudo amino acid sequence, predict their binding affinity value. This is MHC class I binding data. The peptide sequence is VPRENATAF. The MHC is HLA-B08:01 with pseudo-sequence HLA-B08:01. The binding affinity (normalized) is 0.548.